Binary Classification. Given a drug SMILES string, predict its activity (active/inactive) in a high-throughput screening assay against a specified biological target. From a dataset of Kir2.1 potassium channel HTS with 301,493 compounds. (1) The drug is O=C(Nc1ccc(CC)cc1)Nn1cnnc1. The result is 0 (inactive). (2) The drug is O1CCN(CC(OC(=O)/C=C\c2ccc(OC)cc2)C)CC1. The result is 0 (inactive).